From a dataset of Full USPTO retrosynthesis dataset with 1.9M reactions from patents (1976-2016). Predict the reactants needed to synthesize the given product. (1) The reactants are: Cl[CH2:2][C:3]([N:5]1[CH:10]2[CH2:11][CH2:12][CH:6]1[CH2:7][N:8]([CH2:13][C:14]1[CH:19]=[CH:18][C:17]([F:20])=[CH:16][CH:15]=1)[CH2:9]2)=[O:4].[N+:21]([C:24]1[CH:29]=[C:28]([C:30]([F:33])([F:32])[F:31])[CH:27]=[CH:26][C:25]=1[OH:34])([O-:23])=[O:22].C(=O)([O-])[O-].[K+].[K+].[I-].[K+]. Given the product [F:20][C:17]1[CH:18]=[CH:19][C:14]([CH2:13][N:8]2[CH2:7][CH:6]3[N:5]([C:3](=[O:4])[CH2:2][O:34][C:25]4[CH:26]=[CH:27][C:28]([C:30]([F:33])([F:32])[F:31])=[CH:29][C:24]=4[N+:21]([O-:23])=[O:22])[CH:10]([CH2:11][CH2:12]3)[CH2:9]2)=[CH:15][CH:16]=1, predict the reactants needed to synthesize it. (2) Given the product [CH3:1][O:2][C:3]1[CH:11]=[CH:10][C:9]([CH:12]2[C:16]([CH3:17])=[N:15][NH:14][N:13]2[CH3:18])=[CH:8][C:4]=1[C:5]([N:45]1[CH2:46][CH2:47][C:43]([CH2:42][CH2:41][N:37]2[CH2:38][CH2:39][CH2:40][N:34]([C:26]3[N:25]([CH2:24][CH2:23][O:22][CH2:20][CH3:21])[C:29]4[CH:30]=[CH:31][CH:32]=[CH:33][C:28]=4[N:27]=3)[CH2:35][CH2:36]2)([C:48]2[CH:53]=[CH:52][CH:51]=[CH:50][CH:49]=2)[CH2:44]1)=[O:7], predict the reactants needed to synthesize it. The reactants are: [CH3:1][O:2][C:3]1[CH:11]=[CH:10][C:9]([CH:12]2[C:16]([CH3:17])=[N:15][NH:14][N:13]2[CH3:18])=[CH:8][C:4]=1[C:5]([OH:7])=O.Cl.[CH2:20]([O:22][CH2:23][CH2:24][N:25]1[C:29]2[CH:30]=[CH:31][CH:32]=[CH:33][C:28]=2[N:27]=[C:26]1[N:34]1[CH2:40][CH2:39][CH2:38][N:37]([CH2:41][CH2:42][C:43]2([C:48]3[CH:53]=[CH:52][CH:51]=[CH:50][CH:49]=3)[CH2:47][CH2:46][NH:45][CH2:44]2)[CH2:36][CH2:35]1)[CH3:21]. (3) Given the product [Cl:19][CH2:15][C:11]1[CH:10]=[C:9]([CH:14]=[CH:13][CH:12]=1)[O:8][C:3]1[C:2]([CH3:1])=[CH:7][CH:6]=[CH:5][N:4]=1, predict the reactants needed to synthesize it. The reactants are: [CH3:1][C:2]1[C:3]([O:8][C:9]2[CH:10]=[C:11]([CH2:15]O)[CH:12]=[CH:13][CH:14]=2)=[N:4][CH:5]=[CH:6][CH:7]=1.S(Cl)([Cl:19])=O.C(=O)(O)[O-].[Na+]. (4) Given the product [O:14]1[C:18]2[CH:19]=[CH:20][C:21]([C:23]3[NH:1][C:2]4[N:6]([N:5]=[C:4]([OH:7])[C:3]=4[C:8]4[CH:9]=[N:10][CH:11]=[CH:12][CH:13]=4)[C:25](=[O:26])[CH:24]=3)=[CH:22][C:17]=2[CH:16]=[CH:15]1, predict the reactants needed to synthesize it. The reactants are: [NH2:1][C:2]1[NH:6][N:5]=[C:4]([OH:7])[C:3]=1[C:8]1[CH:9]=[N:10][CH:11]=[CH:12][CH:13]=1.[O:14]1[C:18]2[CH:19]=[CH:20][C:21]([C:23](=O)[CH2:24][C:25](OC)=[O:26])=[CH:22][C:17]=2[CH:16]=[CH:15]1. (5) Given the product [Cl:20][C:21]1[C:30]2[CH:29]=[CH:28][CH:27]=[CH:26][C:25]=2[C:24]2[O:35][CH2:34][CH2:33][CH2:32][C:23]=2[N:22]=1, predict the reactants needed to synthesize it. The reactants are: C1(P(C2C=CC=CC=2)C2C=CC=CC=2)C=CC=CC=1.[Cl:20][C:21]1[C:30]2[C:25](=[CH:26][CH:27]=[CH:28][CH:29]=2)[C:24](O)=[C:23]([CH2:32][CH2:33][CH2:34][OH:35])[N:22]=1.N(C(OC(C)C)=O)=NC(OC(C)C)=O. (6) Given the product [O:58]=[C:53]1[CH2:54][CH2:55][C:56](=[O:57])[N:52]1[O:5][C:6](=[O:41])[CH2:7][CH2:8][O:9][CH2:10][CH2:11][O:12][CH2:13][CH2:14][O:15][CH2:16][CH2:17][NH:18][C:19](=[O:40])[CH2:20][CH2:21][CH2:22][C:23](=[O:39])[NH:24][C:25]1[CH:26]=[CH:27][C:28]([CH2:31][CH2:32][C:33](=[O:38])[CH2:34][C:35](=[O:37])[CH3:36])=[CH:29][CH:30]=1, predict the reactants needed to synthesize it. The reactants are: C([O:5][C:6](=[O:41])[CH2:7][CH2:8][O:9][CH2:10][CH2:11][O:12][CH2:13][CH2:14][O:15][CH2:16][CH2:17][NH:18][C:19](=[O:40])[CH2:20][CH2:21][CH2:22][C:23](=[O:39])[NH:24][C:25]1[CH:30]=[CH:29][C:28]([CH2:31][CH2:32][C:33](=[O:38])[CH2:34][C:35](=[O:37])[CH3:36])=[CH:27][CH:26]=1)(C)(C)C.CCN(C(C)C)C(C)C.O[N:52]1[C:56](=[O:57])[CH2:55][CH2:54][C:53]1=[O:58].C(Cl)CCl. (7) Given the product [NH2:18][C:14]1[C:13]([C:9]2[N:10]([CH2:11][CH3:12])[C:6]3[CH:5]=[C:4]([Cl:19])[N:3]=[C:2]([C:24]#[C:23][C:21]([CH3:25])([OH:20])[CH3:22])[C:7]=3[N:8]=2)=[N:17][O:16][N:15]=1, predict the reactants needed to synthesize it. The reactants are: Cl[C:2]1[C:7]2[N:8]=[C:9]([C:13]3[C:14]([NH2:18])=[N:15][O:16][N:17]=3)[N:10]([CH2:11][CH3:12])[C:6]=2[CH:5]=[C:4]([Cl:19])[N:3]=1.[OH:20][C:21]([CH3:25])([C:23]#[CH:24])[CH3:22]. (8) Given the product [CH2:26]([O:25][CH:10]1[CH2:11][C:12]([C:14]2[CH:19]=[CH:18][C:17]([Cl:20])=[C:16]([C:21]([F:23])([F:22])[F:24])[CH:15]=2)([CH3:13])[C:7]([C:54]([O:67][CH3:66])=[O:55])=[CH:8][CH2:9]1)[C:27]1[CH:32]=[CH:31][CH:30]=[CH:29][CH:28]=1, predict the reactants needed to synthesize it. The reactants are: FC(F)(F)S(O[C:7]1[C:12]([C:14]2[CH:19]=[CH:18][C:17]([Cl:20])=[C:16]([C:21]([F:24])([F:23])[F:22])[CH:15]=2)([CH3:13])[CH2:11][CH:10]([O:25][CH2:26][C:27]2[CH:32]=[CH:31][CH:30]=[CH:29][CH:28]=2)[CH2:9][CH:8]=1)(=O)=O.C1(P(C2C=CC=CC=2)C2C=CC=CC=2)C=CC=CC=1.[CH3:54][OH:55].C(N(CC)CC)C.CN([CH:66]=[O:67])C.